From a dataset of Forward reaction prediction with 1.9M reactions from USPTO patents (1976-2016). Predict the product of the given reaction. (1) Given the reactants [S:1]1[CH:5]=[CH:4][N:3]=[CH:2]1.C([Li])CCC.CCCCCC.[Li].[C:18]1(=[N:22][CH2:23][C:24]2[CH:29]=[CH:28][C:27]([O:30][CH3:31])=[CH:26][CH:25]=2)[CH2:21][CH2:20][CH2:19]1.B(F)(F)F.CCOCC, predict the reaction product. The product is: [CH3:31][O:30][C:27]1[CH:28]=[CH:29][C:24]([CH2:23][NH:22][C:18]2([C:2]3[S:1][CH:5]=[CH:4][N:3]=3)[CH2:21][CH2:20][CH2:19]2)=[CH:25][CH:26]=1. (2) Given the reactants C(OOC(=O)C1C=CC=CC=1)(=O)C1C=CC=CC=1.[CH3:19][O:20][C:21](=[O:30])[C:22]1C=[CH:26][C:25]([CH3:28])=[C:24](Cl)[CH:23]=1.[Br:31]N1C(=O)CCC1=O.[C:39]([Cl:43])(Cl)(Cl)Cl, predict the reaction product. The product is: [CH3:19][O:20][C:21](=[O:30])[C:22]1[CH:23]=[CH:24][C:25]([CH2:28][Br:31])=[CH:26][C:39]=1[Cl:43]. (3) Given the reactants C1([CH2:4][O:5][C:6]2[C:11]([C:12]3[N:16]([CH2:17][C:18]4[CH:23]=[CH:22][C:21](CCC(O)=O)=[CH:20][CH:19]=4)[C:15]4[CH:29]=[C:30](F)[C:31](F)=[CH:32][C:14]=4[N:13]=3)=[CH:10][CH:9]=CN=2)CC1.[Cl:35][C:36]1C=CC(C2NC3C=CC=CC=3N=2)=C(OC)[CH:37]=1.BrCC1CCCCC1, predict the reaction product. The product is: [Cl:35][C:36]1[CH:9]=[CH:10][C:11]([C:12]2[N:16]([CH2:17][CH:18]3[CH2:23][CH2:22][CH2:21][CH2:20][CH2:19]3)[C:15]3[CH:29]=[CH:30][CH:31]=[CH:32][C:14]=3[N:13]=2)=[C:6]([O:5][CH3:4])[CH:37]=1. (4) Given the reactants C(OC([NH:8][CH2:9][CH2:10][CH2:11][N:12]1[CH:16]=[C:15]([CH2:17][O:18][C:19]2[CH:56]=[C:55]([C:57]([N:59]([CH2:61][C:62]3[C:75]4[C:70](=[CH:71][CH:72]=[CH:73][CH:74]=4)[C:69]([CH2:76][N:77]([CH2:79][C:80]4[CH:85]=[CH:84][CH:83]=[CH:82][C:81]=4[B:86]([OH:88])[OH:87])[CH3:78])=[C:68]4[C:63]=3[CH:64]=[CH:65][CH:66]=[CH:67]4)[CH3:60])=[O:58])[CH:54]=[CH:53][C:20]=2[C:21]([N:23]([CH2:25][C:26]2[C:39]3[C:34](=[CH:35][CH:36]=[CH:37][CH:38]=3)[C:33]([CH2:40][N:41]([CH2:43][C:44]3[CH:49]=[CH:48][CH:47]=[CH:46][C:45]=3[B:50]([OH:52])[OH:51])[CH3:42])=[C:32]3[C:27]=2[CH:28]=[CH:29][CH:30]=[CH:31]3)[CH3:24])=[O:22])[N:14]=[N:13]1)=O)(C)(C)C.FC(F)(F)C(O)=O, predict the reaction product. The product is: [NH2:8][CH2:9][CH2:10][CH2:11][N:12]1[CH:16]=[C:15]([CH2:17][O:18][C:19]2[CH:56]=[C:55]([C:57]([N:59]([CH2:61][C:62]3[C:75]4[C:70](=[CH:71][CH:72]=[CH:73][CH:74]=4)[C:69]([CH2:76][N:77]([CH2:79][C:80]4[CH:85]=[CH:84][CH:83]=[CH:82][C:81]=4[B:86]([OH:88])[OH:87])[CH3:78])=[C:68]4[C:63]=3[CH:64]=[CH:65][CH:66]=[CH:67]4)[CH3:60])=[O:58])[CH:54]=[CH:53][C:20]=2[C:21]([N:23]([CH2:25][C:26]2[C:39]3[C:34](=[CH:35][CH:36]=[CH:37][CH:38]=3)[C:33]([CH2:40][N:41]([CH2:43][C:44]3[CH:49]=[CH:48][CH:47]=[CH:46][C:45]=3[B:50]([OH:52])[OH:51])[CH3:42])=[C:32]3[C:27]=2[CH:28]=[CH:29][CH:30]=[CH:31]3)[CH3:24])=[O:22])[N:14]=[N:13]1. (5) Given the reactants [C:1]1([PH:11][C:12]2[C:21]3[C:16](=[CH:17][CH:18]=[CH:19][CH:20]=3)[CH:15]=[CH:14][CH:13]=2)[C:10]2[C:5](=[CH:6][CH:7]=[CH:8][CH:9]=2)[CH:4]=[CH:3][CH:2]=1.C(=CC(C=CC1C=CC=CC=1)=O)C1C=CC=CC=1.C1(P(CCC)C2C=CC=CC=2)C=CC=CC=1.FC(F)(F)S(O[C:62]1[CH:67]=[CH:66][CH:65]=[CH:64][C:63]=1[Br:68])(=O)=O.C(N(C(C)C)CC)(C)C.Cl, predict the reaction product. The product is: [Br:68][C:63]1[CH:64]=[CH:65][CH:66]=[CH:67][C:62]=1[P:11]([C:12]1[C:21]2[C:16](=[CH:17][CH:18]=[CH:19][CH:20]=2)[CH:15]=[CH:14][CH:13]=1)[C:1]1[C:10]2[C:5](=[CH:6][CH:7]=[CH:8][CH:9]=2)[CH:4]=[CH:3][CH:2]=1. (6) Given the reactants [F:1][CH:2]([F:45])[C:3]1[C:11]2[C:10](=[O:12])[CH2:9][CH2:8][C:7]([F:14])([F:13])[C:6]=2[N:5]([CH2:15][C:16]([NH:18][C@H:19]([C:29]2[C:34]([C:35]3[CH:36]=[CH:37][C:38]([F:44])=[C:39]([CH:43]=3)[C:40]([NH2:42])=[O:41])=[CH:33][CH:32]=[CH:31][N:30]=2)[CH2:20][C:21]2[CH:26]=[C:25]([F:27])[CH:24]=[C:23]([F:28])[CH:22]=2)=[O:17])[N:4]=1.FC1C=C(C[C@@H](C2C(C3C=CC(F)=C(C=3)C(N)=O)=CC=CN=2)NC(=O)CN2C3CC(=O)CCC=3C(C(F)(F)F)=N2)C=C(F)C=1, predict the reaction product. The product is: [F:45][CH:2]([F:1])[C:3]1[C:11]2[CH:10]([OH:12])[CH2:9][CH2:8][C:7]([F:13])([F:14])[C:6]=2[N:5]([CH2:15][C:16]([NH:18][C@H:19]([C:29]2[C:34]([C:35]3[CH:36]=[CH:37][C:38]([F:44])=[C:39]([CH:43]=3)[C:40]([NH2:42])=[O:41])=[CH:33][CH:32]=[CH:31][N:30]=2)[CH2:20][C:21]2[CH:22]=[C:23]([F:28])[CH:24]=[C:25]([F:27])[CH:26]=2)=[O:17])[N:4]=1. (7) Given the reactants CN(C)CCCN=C=O.[CH2:10]([C:17]1[NH:25][C:24]2[C:23](=[O:26])[N:22]([CH2:27][CH2:28][CH2:29][N:30]([CH3:32])[CH3:31])[C:21](=[O:33])[N:20]([CH2:34][CH2:35][C:36]3[CH:41]=[CH:40][C:39]([N+:42]([O-])=O)=[CH:38][CH:37]=3)[C:19]=2[N:18]=1)[C:11]1[CH:16]=[CH:15][CH:14]=[CH:13][CH:12]=1.O.NN.[H][H], predict the reaction product. The product is: [NH2:42][C:39]1[CH:38]=[CH:37][C:36]([CH2:35][CH2:34][N:20]2[C:19]3[N:18]=[C:17]([CH2:10][C:11]4[CH:16]=[CH:15][CH:14]=[CH:13][CH:12]=4)[NH:25][C:24]=3[C:23](=[O:26])[N:22]([CH2:27][CH2:28][CH2:29][N:30]([CH3:31])[CH3:32])[C:21]2=[O:33])=[CH:41][CH:40]=1.